Predict the product of the given reaction. From a dataset of Forward reaction prediction with 1.9M reactions from USPTO patents (1976-2016). (1) Given the reactants [CH3:1][O:2][CH2:3][CH2:4][N:5]1[C:13]2[C:8](=[CH:9][CH:10]=[CH:11][C:12]=2[O:14][C:15]([F:18])([F:17])[F:16])[C:7]([C:19](O)=[O:20])=[CH:6]1.CCN(C(C)C)C(C)C.[C:31]([O:35][C:36](=[O:56])[NH:37][CH2:38][C:39]1[CH:44]=[CH:43][C:42]([O:45][CH2:46][C:47](=[O:49])[NH2:48])=[C:41]([CH:50]2[CH2:55][CH2:54][NH:53][CH2:52][CH2:51]2)[CH:40]=1)([CH3:34])([CH3:33])[CH3:32].C1C=CC2N(O)N=NC=2C=1.CCN=C=NCCCN(C)C, predict the reaction product. The product is: [C:31]([O:35][C:36](=[O:56])[NH:37][CH2:38][C:39]1[CH:44]=[CH:43][C:42]([O:45][CH2:46][C:47](=[O:49])[NH2:48])=[C:41]([CH:50]2[CH2:51][CH2:52][N:53]([C:19]([C:7]3[C:8]4[C:13](=[C:12]([O:14][C:15]([F:18])([F:16])[F:17])[CH:11]=[CH:10][CH:9]=4)[N:5]([CH2:4][CH2:3][O:2][CH3:1])[CH:6]=3)=[O:20])[CH2:54][CH2:55]2)[CH:40]=1)([CH3:34])([CH3:32])[CH3:33]. (2) Given the reactants [Cl:1][C:2]1[CH:26]=[CH:25][C:5]([C:6]([NH:8][CH:9]([CH2:13][C:14]2[C:23]3[C:18](=[CH:19][CH:20]=[CH:21][CH:22]=3)[NH:17][C:16](=[O:24])[CH:15]=2)[C:10]([OH:12])=[S:11])=[O:7])=[CH:4][CH:3]=1.[CH3:27][O:28][CH2:29]Cl, predict the reaction product. The product is: [Cl:1][C:2]1[CH:3]=[CH:4][C:5]([C:6]([NH:8][CH:9]([CH2:13][C:14]2[C:23]3[C:18](=[CH:19][CH:20]=[CH:21][CH:22]=3)[NH:17][C:16](=[O:24])[CH:15]=2)[C:10]([S:11][CH2:27][O:28][CH3:29])=[O:12])=[O:7])=[CH:25][CH:26]=1. (3) Given the reactants [CH3:1][O:2][C:3]1[CH:8]=[CH:7][CH:6]=[CH:5][C:4]=1[C:9]1[CH:17]=[C:16]2[C:12]([CH2:13][C:14](=[O:18])[NH:15]2)=[CH:11][CH:10]=1.[CH3:19][N:20]([CH3:35])[CH2:21][CH2:22][NH:23][C:24]([C:26]1[C:30]([CH3:31])=[C:29]([CH:32]=O)[NH:28][C:27]=1[CH3:34])=[O:25], predict the reaction product. The product is: [CH3:19][N:20]([CH3:35])[CH2:21][CH2:22][NH:23][C:24]([C:26]1[C:30]([CH3:31])=[C:29]([CH:32]=[C:13]2[C:12]3[C:16](=[CH:17][C:9]([C:4]4[CH:5]=[CH:6][CH:7]=[CH:8][C:3]=4[O:2][CH3:1])=[CH:10][CH:11]=3)[NH:15][C:14]2=[O:18])[NH:28][C:27]=1[CH3:34])=[O:25]. (4) Given the reactants C([N:8]1[CH2:13][CH2:12][C:11]([OH:18])([C:14]([O:16][CH3:17])=[O:15])[CH2:10][CH2:9]1)C1C=CC=CC=1, predict the reaction product. The product is: [OH:18][C:11]1([C:14]([O:16][CH3:17])=[O:15])[CH2:10][CH2:9][NH:8][CH2:13][CH2:12]1. (5) The product is: [Cl:22][C:23]1[N:28]=[CH:27][N:26]=[C:25]([NH:13][C:12]2[CH:14]=[CH:15][C:9]([N:7]3[CH2:6][CH:5]4[CH2:1][O:2][CH2:3][CH:4]4[CH2:8]3)=[CH:10][CH:11]=2)[N:24]=1. Given the reactants [CH2:1]1[CH:5]2[CH2:6][N:7]([C:9]3[CH:15]=[CH:14][C:12]([NH2:13])=[CH:11][CH:10]=3)[CH2:8][CH:4]2[CH2:3][O:2]1.C(=O)([O-])[O-].[K+].[K+].[Cl:22][C:23]1[N:28]=[C:27](Cl)[N:26]=[CH:25][N:24]=1, predict the reaction product. (6) Given the reactants [CH3:1][C:2]1[O:8][CH:7]=[CH:6][C:4](=[O:5])[C:3]=1[OH:9].N1C=CC=CC=1.[CH2:16]([O:18][C:19](=[O:25])[CH:20]=[CH:21][C:22](Cl)=[O:23])[CH3:17], predict the reaction product. The product is: [C:19]([O:18][CH2:16][CH3:17])(=[O:25])/[CH:20]=[CH:21]/[C:22]([O:9][C:3]1[C:4](=[O:5])[CH:6]=[CH:7][O:8][C:2]=1[CH3:1])=[O:23]. (7) Given the reactants [CH3:1][NH:2][CH2:3][CH2:4][OH:5].C(OCC)(=O)C.C(OC(OC(C)(C)C)=O)(OC(C)(C)C)=O.[C:27]([Cl:35])(=[O:34])[C:28]1[CH:33]=[CH:32][CH:31]=[CH:30][CH:29]=1, predict the reaction product. The product is: [ClH:35].[C:27]([O:5][CH2:4][CH2:3][NH:2][CH3:1])(=[O:34])[C:28]1[CH:33]=[CH:32][CH:31]=[CH:30][CH:29]=1.